Dataset: Peptide-MHC class I binding affinity with 185,985 pairs from IEDB/IMGT. Task: Regression. Given a peptide amino acid sequence and an MHC pseudo amino acid sequence, predict their binding affinity value. This is MHC class I binding data. (1) The peptide sequence is PRAHKYQVPSL. The MHC is Mamu-B03 with pseudo-sequence Mamu-B03. The binding affinity (normalized) is 0.158. (2) The peptide sequence is YRYKMPVME. The MHC is HLA-B27:05 with pseudo-sequence HLA-B27:05. The binding affinity (normalized) is 0.554. (3) The peptide sequence is VLNPYMPTV. The MHC is HLA-A02:17 with pseudo-sequence HLA-A02:17. The binding affinity (normalized) is 0.725.